This data is from Catalyst prediction with 721,799 reactions and 888 catalyst types from USPTO. The task is: Predict which catalyst facilitates the given reaction. (1) Reactant: [C:1]([C:3]1[CH:8]=[CH:7][C:6]([C@@H:9]2[C:14]([C:15]([O:17]CC=C)=[O:16])=[C:13]([CH3:21])[N:12]([C:22]3[CH:27]=[CH:26][CH:25]=[C:24]([C:28]([F:31])([F:30])[F:29])[CH:23]=3)[C:11](=[O:32])[NH:10]2)=[C:5]([S:33]([CH3:36])(=[O:35])=[O:34])[CH:4]=1)#[N:2].N1CCOCC1. Product: [C:1]([C:3]1[CH:8]=[CH:7][C:6]([C@@H:9]2[C:14]([C:15]([OH:17])=[O:16])=[C:13]([CH3:21])[N:12]([C:22]3[CH:27]=[CH:26][CH:25]=[C:24]([C:28]([F:30])([F:31])[F:29])[CH:23]=3)[C:11](=[O:32])[NH:10]2)=[C:5]([S:33]([CH3:36])(=[O:34])=[O:35])[CH:4]=1)#[N:2]. The catalyst class is: 176. (2) Reactant: C([O:4][C@H:5]([CH3:14])[CH2:6][CH2:7][C:8]1[CH:13]=[CH:12][CH:11]=[CH:10][CH:9]=1)(=O)C.[OH-].[Na+]. Product: [C:8]1([CH2:7][CH2:6][C@H:5]([OH:4])[CH3:14])[CH:13]=[CH:12][CH:11]=[CH:10][CH:9]=1. The catalyst class is: 24. (3) Reactant: C([N:4]1[C:12]2[C:7](=[CH:8][CH:9]=[CH:10][CH:11]=2)[C:6]([N:13]2[CH2:18][CH2:17][N:16]([C:19]([O:21][C:22]([CH3:25])([CH3:24])[CH3:23])=[O:20])[CH2:15][CH2:14]2)=[CH:5]1)(=O)C.CCN(CC)CC. The catalyst class is: 5. Product: [C:22]([O:21][C:19]([N:16]1[CH2:17][CH2:18][N:13]([C:6]2[C:7]3[C:12](=[CH:11][CH:10]=[CH:9][CH:8]=3)[NH:4][CH:5]=2)[CH2:14][CH2:15]1)=[O:20])([CH3:25])([CH3:23])[CH3:24]. (4) Reactant: [Si]([O:8][CH2:9][C:10]1[N:14]([CH:15]([C:20]2[CH:27]=[CH:26][CH:25]=[C:24]([Cl:28])[C:21]=2[C:22]#N)[C:16]([OH:19])([CH3:18])[CH3:17])[CH:13]=[N:12][CH:11]=1)(C(C)(C)C)(C)C.S(=O)(=O)(O)[OH:30].C(=O)(O)[O-].[Na+]. Product: [Cl:28][C:24]1[CH:25]=[CH:26][CH:27]=[C:20]2[C:21]=1[C:22](=[O:30])[O:19][C:16]([CH3:18])([CH3:17])[CH:15]2[N:14]1[C:10]([CH2:9][OH:8])=[CH:11][N:12]=[CH:13]1. The catalyst class is: 38. (5) Reactant: CC(OC(/N=N/C(OC(C)C)=O)=O)C.[F:15][C:16]1[CH:17]=[C:18]([OH:26])[CH:19]=[CH:20][C:21]=1[S:22]([CH3:25])(=[O:24])=[O:23].O[CH2:28][CH2:29][C@@H:30]1[CH2:32][C@H:31]1[CH:33]1[CH2:38][CH2:37][N:36]([C:39]([O:41][CH2:42][C:43]2[CH:48]=[CH:47][CH:46]=[CH:45][CH:44]=2)=[O:40])[CH2:35][CH2:34]1.C1(P(C2C=CC=CC=2)C2C=CC=CC=2)C=CC=CC=1. Product: [F:15][C:16]1[CH:17]=[C:18]([CH:19]=[CH:20][C:21]=1[S:22]([CH3:25])(=[O:23])=[O:24])[O:26][CH2:28][CH2:29][C@@H:30]1[CH2:32][C@H:31]1[CH:33]1[CH2:34][CH2:35][N:36]([C:39]([O:41][CH2:42][C:43]2[CH:44]=[CH:45][CH:46]=[CH:47][CH:48]=2)=[O:40])[CH2:37][CH2:38]1. The catalyst class is: 1. (6) Reactant: [C:1]([Si:5]([CH3:39])([CH3:38])[O:6][C@@H:7]1[CH2:11][C:10](=[O:12])[CH:9]([CH2:13]/[CH:14]=[CH:15]\[CH2:16][CH2:17][CH2:18][C:19]([O:21][CH:22]([CH3:24])[CH3:23])=[O:20])[C@H:8]1/[CH:25]=[CH:26]/[C:27]([F:37])([F:36])[CH2:28][O:29][C:30]1[CH:35]=[CH:34][CH:33]=[CH:32][CH:31]=1)([CH3:4])([CH3:3])[CH3:2].CCC(C)[BH-](C(C)CC)C(C)CC.[Li+].[NH4+].[Cl-]. Product: [Si:5]([O:6][C@@H:7]1[CH2:11][C@H:10]([OH:12])[C@H:9]([CH2:13]/[CH:14]=[CH:15]\[CH2:16][CH2:17][CH2:18][C:19]([O:21][CH:22]([CH3:23])[CH3:24])=[O:20])[C@H:8]1/[CH:25]=[CH:26]/[C:27]([F:36])([F:37])[CH2:28][O:29][C:30]1[CH:35]=[CH:34][CH:33]=[CH:32][CH:31]=1)([C:1]([CH3:2])([CH3:3])[CH3:4])([CH3:39])[CH3:38]. The catalyst class is: 1. (7) Reactant: [CH3:1][C:2]1[C:11](=[O:12])[C:10]2[C:5](=[CH:6][CH:7]=[CH:8][CH:9]=2)[NH:4][C:3]=1[CH2:13][O:14][C:15]1[CH:25]=[CH:24][C:18]([C:19]([O:21]CC)=[O:20])=[C:17]([O:26][CH2:27][CH:28]2[CH2:33][CH2:32][O:31][CH2:30][CH2:29]2)[CH:16]=1.[OH-].[Na+].Cl. Product: [CH3:1][C:2]1[C:11](=[O:12])[C:10]2[C:5](=[CH:6][CH:7]=[CH:8][CH:9]=2)[NH:4][C:3]=1[CH2:13][O:14][C:15]1[CH:25]=[CH:24][C:18]([C:19]([OH:21])=[O:20])=[C:17]([O:26][CH2:27][CH:28]2[CH2:29][CH2:30][O:31][CH2:32][CH2:33]2)[CH:16]=1. The catalyst class is: 8.